From a dataset of Forward reaction prediction with 1.9M reactions from USPTO patents (1976-2016). Predict the product of the given reaction. (1) Given the reactants [CH3:1][C:2]1[NH:6][C:5]([C:7]([O:9][CH2:10][CH3:11])=[O:8])=[CH:4][CH:3]=1.Br[CH2:13][CH:14]1[CH2:19][CH2:18][CH2:17][CH2:16][CH2:15]1.C([O-])([O-])=O.[K+].[K+].[H-].[Na+], predict the reaction product. The product is: [CH:14]1([CH2:13][N:6]2[C:2]([CH3:1])=[CH:3][CH:4]=[C:5]2[C:7]([O:9][CH2:10][CH3:11])=[O:8])[CH2:19][CH2:18][CH2:17][CH2:16][CH2:15]1. (2) Given the reactants [CH3:1][O:2][C:3]1[CH:12]=[CH:11][C:6]([C:7]([O:9]C)=O)=[CH:5][CH:4]=1.C[O-].[Na+].Cl.[C:17](#[N:19])[CH3:18], predict the reaction product. The product is: [CH3:1][O:2][C:3]1[CH:4]=[CH:5][C:6]([C:7]([CH2:18][C:17]#[N:19])=[O:9])=[CH:11][CH:12]=1.